From a dataset of Forward reaction prediction with 1.9M reactions from USPTO patents (1976-2016). Predict the product of the given reaction. (1) Given the reactants [O:1]1[CH2:5][CH2:4][O:3][CH:2]1[C:6]1[S:7][CH:8]=[CH:9][N:10]=1.CCCCCC.C([Li])CCC.[F:22][C:23]([F:30])([F:29])[C:24](OCC)=[O:25].C(O)(=O)CC(CC(O)=O)(C(O)=O)O, predict the reaction product. The product is: [O:1]1[CH2:5][CH2:4][O:3][CH:2]1[C:6]1[S:7][C:8]([CH:24]([OH:25])[C:23]([F:30])([F:29])[F:22])=[CH:9][N:10]=1. (2) Given the reactants [NH2:1][C:2]1[C:10]([Cl:11])=[CH:9][CH:8]=[CH:7][C:3]=1[C:4]([OH:6])=[O:5].FC1C=CC=CC=1C(Cl)=O.[Br:22][C:23]1[CH:31]=[CH:30][CH:29]=[CH:28][C:24]=1[C:25](Cl)=O, predict the reaction product. The product is: [Cl:11][C:10]1[C:2]2[N:1]=[C:25]([C:24]3[CH:28]=[CH:29][CH:30]=[CH:31][C:23]=3[Br:22])[O:5][C:4](=[O:6])[C:3]=2[CH:7]=[CH:8][CH:9]=1. (3) Given the reactants [ClH:1].[I:2][C:3]1[CH:8]=[CH:7][CH:6]=[CH:5][C:4]=1[NH:9]N.Cl.O.[NH:13]1[CH2:18][CH2:17][C:16](=O)[CH2:15][CH2:14]1.Cl, predict the reaction product. The product is: [ClH:1].[I:2][C:3]1[C:4]2[NH:9][C:16]3[CH2:17][CH2:18][NH:13][CH2:14][C:15]=3[C:5]=2[CH:6]=[CH:7][CH:8]=1. (4) The product is: [NH:12]1[C:1](=[O:11])[CH2:2][CH2:3][CH2:4][C:5]2[CH:6]=[CH:7][CH:8]=[CH:9][C:10]1=2. Given the reactants [C:1]1(=[O:11])[C:10]2[C:5](=[CH:6][CH:7]=[CH:8][CH:9]=2)[CH2:4][CH2:3][CH2:2]1.[N-:12]=[N+]=[N-].[Na+], predict the reaction product. (5) Given the reactants [F:1][C:2]1[C:7]([N+:8]([O-:10])=[O:9])=[CH:6][C:5]([NH:11]S(C2C=CC(C)=CC=2)(=O)=O)=[C:4]([NH:22]S(C2C=CC(C)=CC=2)(=O)=O)[CH:3]=1, predict the reaction product. The product is: [F:1][C:2]1[C:7]([N+:8]([O-:10])=[O:9])=[CH:6][C:5]([NH2:11])=[C:4]([NH2:22])[CH:3]=1. (6) Given the reactants Br.C[O:3][C:4]1[CH:5]=[C:6]([C:10]2[CH:11]=[CH:12][C:13]3[C:17]([C:18]4[CH:19]=[N:20][CH:21]=[CH:22][CH:23]=4)=[CH:16][O:15][C:14]=3[CH:24]=2)[CH:7]=[CH:8][CH:9]=1.[OH-].[Na+], predict the reaction product. The product is: [N:20]1[CH:21]=[CH:22][CH:23]=[C:18]([C:17]2[C:13]3[CH:12]=[CH:11][C:10]([C:6]4[CH:5]=[C:4]([OH:3])[CH:9]=[CH:8][CH:7]=4)=[CH:24][C:14]=3[O:15][CH:16]=2)[CH:19]=1. (7) Given the reactants Br[C:2]1[S:6][C:5]([CH:7]=[O:8])=[CH:4][CH:3]=1.[CH2:9]([C:11]1[CH:16]=[CH:15][C:14]([C:17]2[CH:22]=[CH:21][C:20](B(O)O)=[C:19]([F:26])[CH:18]=2)=[CH:13][CH:12]=1)[CH3:10].C(=O)([O-])[O-].[Na+].[Na+].C1COCC1, predict the reaction product. The product is: [CH2:9]([C:11]1[CH:12]=[CH:13][C:14]([C:17]2[CH:22]=[CH:21][C:20]([C:2]3[S:6][C:5]([CH:7]=[O:8])=[CH:4][CH:3]=3)=[C:19]([F:26])[CH:18]=2)=[CH:15][CH:16]=1)[CH3:10].